The task is: Predict the reactants needed to synthesize the given product.. This data is from Full USPTO retrosynthesis dataset with 1.9M reactions from patents (1976-2016). (1) The reactants are: [CH3:1][CH:2]([CH3:20])[CH2:3][NH:4][CH2:5][C@@H:6]1[CH2:11][CH2:10][CH2:9][CH2:8][C@@H:7]1[NH:12]C(=O)OC(C)(C)C.[ClH:21].CC(C)CNCC1(N)CCCCC1. Given the product [ClH:21].[CH3:1][CH:2]([CH3:20])[CH2:3][NH:4][CH2:5][CH:6]1[CH2:11][CH2:10][CH2:9][CH2:8][CH:7]1[NH2:12], predict the reactants needed to synthesize it. (2) Given the product [CH2:26]([O:25][C:23](=[O:24])[CH2:22][CH2:21][CH2:20][CH2:19][O:17][C:3]1[CH:4]=[CH:5][C:6]([B:8]2[O:12][C:11]([CH3:13])([CH3:14])[C:10]([CH3:16])([CH3:15])[O:9]2)=[CH:7][C:2]=1[F:1])[CH3:27], predict the reactants needed to synthesize it. The reactants are: [F:1][C:2]1[CH:7]=[C:6]([B:8]2[O:12][C:11]([CH3:14])([CH3:13])[C:10]([CH3:16])([CH3:15])[O:9]2)[CH:5]=[CH:4][C:3]=1[OH:17].Br[CH2:19][CH2:20][CH2:21][CH2:22][C:23]([O:25][CH2:26][CH3:27])=[O:24].C([O-])([O-])=O.[Cs+].[Cs+]. (3) Given the product [O:25]=[C:23]1[N:22]([CH2:29][C:30]([NH2:32])=[O:31])[C:21](=[O:26])/[C:20](=[CH:19]/[C:17]2[CH:16]=[CH:15][N:14]=[C:13]([N:10]3[CH2:9][CH2:8][N:7]([C:4]4[CH:3]=[CH:2][C:1]([CH3:27])=[CH:6][CH:5]=4)[CH2:12][CH2:11]3)[N:18]=2)/[S:24]1, predict the reactants needed to synthesize it. The reactants are: [C:1]1([CH3:27])[CH:6]=[CH:5][C:4]([N:7]2[CH2:12][CH2:11][N:10]([C:13]3[N:18]=[C:17](/[CH:19]=[C:20]4/[C:21](=[O:26])[NH:22][C:23](=[O:25])[S:24]/4)[CH:16]=[CH:15][N:14]=3)[CH2:9][CH2:8]2)=[CH:3][CH:2]=1.Br[CH2:29][C:30]([NH2:32])=[O:31].C(=O)([O-])[O-].[K+].[K+].